This data is from Forward reaction prediction with 1.9M reactions from USPTO patents (1976-2016). The task is: Predict the product of the given reaction. (1) Given the reactants [Cl:1][C:2]1[CH:7]=[CH:6][C:5](B(O)O)=[C:4]([CH:11]=[O:12])[CH:3]=1.[NH:13]1[CH:17]=[CH:16][CH:15]=[N:14]1.N1C=CC=CC=1, predict the reaction product. The product is: [Cl:1][C:2]1[CH:7]=[CH:6][C:5]([N:13]2[CH:17]=[CH:16][CH:15]=[N:14]2)=[C:4]([CH:3]=1)[CH:11]=[O:12]. (2) The product is: [F:1][C:2]1[CH:9]=[CH:8][C:7]([CH2:10][CH2:11][OH:12])=[CH:6][C:3]=1[C:4]#[N:5]. Given the reactants [F:1][C:2]1[CH:9]=[CH:8][C:7]([CH2:10][CH:11]=[O:12])=[CH:6][C:3]=1[C:4]#[N:5], predict the reaction product. (3) Given the reactants [CH2:1]1[O:18][CH2:17][CH2:16][O:15]CC[O:15][CH2:16][CH2:17][O:18][CH2:1]C[O:15][CH2:16][CH2:17][O:18][CH2:1]1.[C-:19]#[N:20].[K+].Cl[CH2:23][C:24]1[CH:29]=[CH:28][C:27]([C@H:30]2[C@H](O[Si](C(C)C)(C(C)C)C(C)C)CN[CH2:32][C@@H:31]2[O:47][CH:48]([C:59]2[CH:60]=[CH:61][C:62]3[O:67][CH2:66][CH2:65][N:64]([CH2:68][CH2:69][CH2:70][O:71][CH3:72])[C:63]=3[CH:73]=2)S(C2C=CC(C)=CC=2)(=O)=O)=[CH:26][CH:25]=1, predict the reaction product. The product is: [CH3:1][O:18][CH2:17][C@@H:16]([OH:15])[CH2:17][O:18][C@H:1]1[C@H:30]([C:27]2[CH:26]=[CH:25][C:24]([CH2:29][CH2:1][O:18][CH3:17])=[CH:23][CH:28]=2)[C@@H:31]([O:47][CH2:48][C:59]2[CH:60]=[CH:61][C:62]3[O:67][CH2:66][CH2:65][N:64]([CH2:68][CH2:69][CH2:70][O:71][CH3:72])[C:63]=3[CH:73]=2)[CH2:32][NH:20][CH2:19]1. (4) Given the reactants [F:1][C:2]([F:35])([F:34])[C:3]1[CH:4]=[C:5]([CH:27]=[C:28]([C:30]([F:33])([F:32])[F:31])[CH:29]=1)[CH2:6][N:7]([CH:11]1[CH2:17][CH2:16][CH2:15][N:14]([C:18]([NH:20][NH2:21])=[O:19])[C:13]2[CH:22]=[C:23]([Cl:26])[CH:24]=[CH:25][C:12]1=2)[C:8](=[O:10])[CH3:9].Cl[C:37]([O:39][CH2:40][CH3:41])=O, predict the reaction product. The product is: [F:33][C:30]([F:31])([F:32])[C:28]1[CH:27]=[C:5]([CH:4]=[C:3]([C:2]([F:1])([F:34])[F:35])[CH:29]=1)[CH2:6][N:7]([CH:11]1[CH2:17][CH2:16][CH2:15][N:14]([C:18]2[O:19][C:37]([O:39][CH2:40][CH3:41])=[N:21][N:20]=2)[C:13]2[CH:22]=[C:23]([Cl:26])[CH:24]=[CH:25][C:12]1=2)[C:8](=[O:10])[CH3:9]. (5) Given the reactants [Br:1][C:2]1[CH:11]=[CH:10][C:5]([C:6](=[O:9])[CH2:7]Br)=[CH:4][CH:3]=1.C1([P:18](C2C=CC=CC=2)C2C=CC=CC=2)C=CC=CC=1, predict the reaction product. The product is: [Br-:1].[Br:1][C:2]1[CH:11]=[CH:10][C:5]([C:6](=[O:9])[CH2:7][PH3+:18])=[CH:4][CH:3]=1. (6) Given the reactants [N+:1]([C:4]1[CH:8]=[CH:7][NH:6][N:5]=1)([O-:3])=[O:2].C(=O)([O-])[O-].[K+].[K+].[Cl:15][C:16]1[C:17]([CH2:26]Cl)=[N:18][CH:19]=[C:20]([C:22]([F:25])([F:24])[F:23])[CH:21]=1.O, predict the reaction product. The product is: [Cl:15][C:16]1[C:17]([CH2:26][N:6]2[CH:7]=[CH:8][C:4]([N+:1]([O-:3])=[O:2])=[N:5]2)=[N:18][CH:19]=[C:20]([C:22]([F:24])([F:23])[F:25])[CH:21]=1. (7) Given the reactants [F:1][C:2]1[CH:3]=[CH:4][CH:5]=[C:6]2[C:11]=1[C:10]([NH:12][C@H:13]1[CH2:17][CH2:16][N:15](C(OC(C)(C)C)=O)[CH2:14]1)=[N:9][C:8]([C:25]1[NH:29][C:28](=[O:30])[NH:27][N:26]=1)=[CH:7]2.[ClH:31], predict the reaction product. The product is: [ClH:31].[F:1][C:2]1[CH:3]=[CH:4][CH:5]=[C:6]2[C:11]=1[C:10]([NH:12][C@H:13]1[CH2:17][CH2:16][NH:15][CH2:14]1)=[N:9][C:8]([C:25]1[NH:29][C:28](=[O:30])[NH:27][N:26]=1)=[CH:7]2.